From a dataset of Full USPTO retrosynthesis dataset with 1.9M reactions from patents (1976-2016). Predict the reactants needed to synthesize the given product. (1) Given the product [ClH:24].[NH2:9][C@@:10]1([C:34]([OH:36])=[O:35])[C@H:15]([O:16][CH2:17][C:18]2[CH:23]=[CH:22][C:21]([Cl:24])=[C:20]([Cl:25])[CH:19]=2)[C@@H:14]([NH:26][C:27](=[O:30])[CH2:28][OH:29])[C@@H:13]2[C@H:11]1[C@H:12]2[C:31]([OH:33])=[O:32], predict the reactants needed to synthesize it. The reactants are: Cl.C(OC([NH:9][C@@:10]1([C:34]([OH:36])=[O:35])[C@H:15]([O:16][CH2:17][C:18]2[CH:23]=[CH:22][C:21]([Cl:24])=[C:20]([Cl:25])[CH:19]=2)[C@@H:14]([NH:26][C:27](=[O:30])[CH2:28][OH:29])[C@@H:13]2[C@H:11]1[C@H:12]2[C:31]([OH:33])=[O:32])=O)(C)(C)C. (2) Given the product [CH3:1][O:2][C:3](=[O:18])[CH:4]([NH:17][C:19]([N:31]1[CH2:32][CH2:33][CH:34]([N:37]2[CH2:46][C:45]3[C:40](=[CH:41][CH:42]=[CH:43][CH:44]=3)[NH:39][C:38]2=[O:47])[CH2:35][CH2:36]1)=[O:20])[CH2:5][C:6]1[CH:7]=[C:8]2[C:12](=[CH:13][CH:14]=1)[NH:11][CH:10]=[C:9]2[C:15]#[N:16], predict the reactants needed to synthesize it. The reactants are: [CH3:1][O:2][C:3](=[O:18])[CH:4]([NH2:17])[CH2:5][C:6]1[CH:7]=[C:8]2[C:12](=[CH:13][CH:14]=1)[NH:11][CH:10]=[C:9]2[C:15]#[N:16].[C:19](C1NC=CN=1)(C1NC=CN=1)=[O:20].[NH:31]1[CH2:36][CH2:35][CH:34]([N:37]2[CH2:46][C:45]3[C:40](=[CH:41][CH:42]=[CH:43][CH:44]=3)[NH:39][C:38]2=[O:47])[CH2:33][CH2:32]1. (3) Given the product [CH3:20][S:17]([C:14]1[CH:15]=[CH:16][C:11]([C:8]2([CH3:2])[CH2:10][CH2:9]2)=[C:12]([C:21]([N:23]2[CH2:24][CH2:25][N:26]([C:29]3[CH:30]=[CH:31][C:32]([C:35]([F:38])([F:37])[F:36])=[CH:33][CH:34]=3)[CH2:27][CH2:28]2)=[O:22])[CH:13]=1)(=[O:19])=[O:18], predict the reactants needed to synthesize it. The reactants are: [I-].[CH3:2][S+](C)(C)=O.[K].[C:8]([C:11]1[CH:16]=[CH:15][C:14]([S:17]([CH3:20])(=[O:19])=[O:18])=[CH:13][C:12]=1[C:21]([N:23]1[CH2:28][CH2:27][N:26]([C:29]2[CH:34]=[CH:33][C:32]([C:35]([F:38])([F:37])[F:36])=[CH:31][CH:30]=2)[CH2:25][CH2:24]1)=[O:22])([CH3:10])=[CH2:9].O. (4) Given the product [OH:5][CH2:4][CH2:3][CH2:2][CH2:1][O:6][C:21](=[O:22])[C:20]1[CH:19]=[CH:18][C:17]([N+:14]([O-:16])=[O:15])=[CH:25][CH:24]=1, predict the reactants needed to synthesize it. The reactants are: [CH2:1]([OH:6])[CH2:2][CH2:3][CH2:4][OH:5].C(N(CC)CC)C.[N+:14]([C:17]1[CH:25]=[CH:24][C:20]([C:21](Cl)=[O:22])=[CH:19][CH:18]=1)([O-:16])=[O:15]. (5) The reactants are: [Cl:1][C:2]1[CH:7]=[CH:6][C:5]([C:8](=[NH:20])[NH:9][C:10]2[CH:15]=[CH:14][C:13]([S:16]([CH3:19])(=[O:18])=[O:17])=[CH:12][CH:11]=2)=[CH:4][CH:3]=1.C(=O)(O)[O-].[Na+].Br[CH2:27][C:28]([C:30]1[CH:35]=[CH:34][C:33]([Br:36])=[CH:32][CH:31]=1)=O. Given the product [Br:36][C:33]1[CH:34]=[CH:35][C:30]([C:28]2[N:20]=[C:8]([C:5]3[CH:4]=[CH:3][C:2]([Cl:1])=[CH:7][CH:6]=3)[N:9]([C:10]3[CH:15]=[CH:14][C:13]([S:16]([CH3:19])(=[O:17])=[O:18])=[CH:12][CH:11]=3)[CH:27]=2)=[CH:31][CH:32]=1, predict the reactants needed to synthesize it. (6) Given the product [CH2:20]([CH:28]1[CH2:35][CH2:34][CH:33]([CH2:10][CH2:11][CH2:12][CH2:13][CH2:14][CH2:15][CH2:16][CH3:17])[C:32](=[O:36])[O:31][C:29]1=[O:30])[CH2:21][CH2:22][CH2:23][CH2:24][CH2:25][CH2:26][CH3:27], predict the reactants needed to synthesize it. The reactants are: C1(=O)OC(=O)CCCC1.[CH2:10]=[CH:11][CH2:12][CH2:13][CH2:14][CH2:15][CH2:16][CH3:17].O=O.[CH2:20]([CH:28]1[CH2:35][CH2:34][CH2:33][C:32](=[O:36])[O:31][C:29]1=[O:30])[CH2:21][CH2:22][CH2:23][CH2:24][CH2:25][CH2:26][CH3:27]. (7) Given the product [CH2:11]([N:18]1[CH2:23][C:22]([CH3:24])([CH3:25])[O:21][CH2:20][CH:19]1[CH2:26][CH:27]=[O:28])[C:12]1[CH:13]=[CH:14][CH:15]=[CH:16][CH:17]=1, predict the reactants needed to synthesize it. The reactants are: CS(C)=O.C(Cl)(=O)C(Cl)=O.[CH2:11]([N:18]1[CH2:23][C:22]([CH3:25])([CH3:24])[O:21][CH2:20][C@H:19]1[CH2:26][CH2:27][OH:28])[C:12]1[CH:17]=[CH:16][CH:15]=[CH:14][CH:13]=1.C(N(CC)CC)C.